Dataset: Forward reaction prediction with 1.9M reactions from USPTO patents (1976-2016). Task: Predict the product of the given reaction. (1) Given the reactants Br[C:2]1[CH:3]=[C:4]([CH:18]=[CH:19][CH:20]=1)[CH2:5][O:6][C:7]1[CH:12]=[CH:11][CH:10]=[CH:9][C:8]=1[CH2:13][C:14]([O:16][CH3:17])=[O:15].[CH3:21][N:22]([CH2:30][C:31]1[CH:36]=[CH:35][CH:34]=[C:33](B2OC(C)(C)C(C)(C)O2)[CH:32]=1)[C:23](=[O:29])[O:24][C:25]([CH3:28])([CH3:27])[CH3:26].[O-]P([O-])([O-])=O.[K+].[K+].[K+].C(Cl)Cl, predict the reaction product. The product is: [C:25]([O:24][C:23]([N:22]([CH2:30][C:31]1[CH:36]=[C:35]([C:2]2[CH:20]=[CH:19][CH:18]=[C:4]([CH2:5][O:6][C:7]3[CH:12]=[CH:11][CH:10]=[CH:9][C:8]=3[CH2:13][C:14]([O:16][CH3:17])=[O:15])[CH:3]=2)[CH:34]=[CH:33][CH:32]=1)[CH3:21])=[O:29])([CH3:28])([CH3:26])[CH3:27]. (2) Given the reactants ClC1C=CC=C(C(OO)=[O:9])C=1.[Cl:12][C:13]1[CH:18]=[C:17]([S:19]([C:22]([F:25])([F:24])[F:23])(=[O:21])=[O:20])[CH:16]=[CH:15][C:14]=1[NH:26][C:27]([C:29]1[CH:38]=[C:37]([S:39][C:40]2[CH:45]=[CH:44][C:43]([F:46])=[CH:42][CH:41]=2)[C:36]2[C:31](=[CH:32][CH:33]=[CH:34][CH:35]=2)[C:30]=1[OH:47])=[O:28], predict the reaction product. The product is: [Cl:12][C:13]1[CH:18]=[C:17]([S:19]([C:22]([F:24])([F:25])[F:23])(=[O:20])=[O:21])[CH:16]=[CH:15][C:14]=1[NH:26][C:27]([C:29]1[CH:38]=[C:37]([S:39]([C:40]2[CH:41]=[CH:42][C:43]([F:46])=[CH:44][CH:45]=2)=[O:9])[C:36]2[C:31](=[CH:32][CH:33]=[CH:34][CH:35]=2)[C:30]=1[OH:47])=[O:28]. (3) Given the reactants [Cl-].C[N+](C)=CS(Cl)(=O)=O.[Cl:10][C:11]1[CH:19]=[CH:18][C:14]([C:15]([OH:17])=O)=[CH:13][N:12]=1.[CH2:20]([C:24]1[CH:33]=[CH:32][C:27]([C:28]([NH:30][NH2:31])=O)=[CH:26][CH:25]=1)[CH:21]([CH3:23])[CH3:22].C(N(CC)CC)C, predict the reaction product. The product is: [Cl:10][C:11]1[CH:19]=[CH:18][C:14]([C:15]2[O:17][C:28]([C:27]3[CH:32]=[CH:33][C:24]([CH2:20][CH:21]([CH3:23])[CH3:22])=[CH:25][CH:26]=3)=[N:30][N:31]=2)=[CH:13][N:12]=1.